This data is from Reaction yield outcomes from USPTO patents with 853,638 reactions. The task is: Predict the reaction yield, written as a fraction of the theoretical maximum amount of product (1.0 means a 100% yield; for example, 0.34 means a 34% yield). The reactants are [N+]([C:4]1[CH:9]=[C:8]([N+:10]([O-])=O)[C:7]([C:13]([F:16])([F:15])[F:14])=[CH:6][C:5]=1/[CH:17]=[CH:18]/[N:19](C)C)([O-])=O. The catalyst is [Ni].C(O)C. The product is [F:16][C:13]([F:14])([F:15])[C:7]1[CH:6]=[C:5]2[C:4](=[CH:9][C:8]=1[NH2:10])[NH:19][CH:18]=[CH:17]2. The yield is 0.140.